Dataset: Forward reaction prediction with 1.9M reactions from USPTO patents (1976-2016). Task: Predict the product of the given reaction. Given the reactants C([O:3][C:4]([CH:6]1[CH2:11][CH2:10][N:9]([C:12]2[CH:17]=[CH:16][C:15]([F:18])=[CH:14][N:13]=2)[CH2:8][CH2:7]1)=[O:5])C.O[Li].O, predict the reaction product. The product is: [F:18][C:15]1[CH:16]=[CH:17][C:12]([N:9]2[CH2:10][CH2:11][CH:6]([C:4]([OH:5])=[O:3])[CH2:7][CH2:8]2)=[N:13][CH:14]=1.